This data is from Full USPTO retrosynthesis dataset with 1.9M reactions from patents (1976-2016). The task is: Predict the reactants needed to synthesize the given product. (1) Given the product [Br:25][C:20]1[C:21]([CH3:24])=[N:22][O:23][C:19]=1[NH:18][S:2]([C:5]1[S:6][C:7]([C:10]2[CH:15]=[CH:14][CH:13]=[CH:12][C:11]=2[O:16][CH3:17])=[CH:8][CH:9]=1)(=[O:4])=[O:3], predict the reactants needed to synthesize it. The reactants are: Cl[S:2]([C:5]1[S:6][C:7]([C:10]2[CH:15]=[CH:14][CH:13]=[CH:12][C:11]=2[O:16][CH3:17])=[CH:8][CH:9]=1)(=[O:4])=[O:3].[NH2:18][C:19]1[O:23][N:22]=[C:21]([CH3:24])[C:20]=1[Br:25]. (2) Given the product [NH2:18][C:19]1[C:23]([NH:24][C:9]([O:11][C:12]([CH3:13])([CH3:14])[CH3:15])=[O:10])=[CH:22][S:21][CH:20]=1, predict the reactants needed to synthesize it. The reactants are: [C:9](O[C:9]([O:11][C:12]([CH3:15])([CH3:14])[CH3:13])=[O:10])([O:11][C:12]([CH3:15])([CH3:14])[CH3:13])=[O:10].Cl.Cl.[NH2:18][C:19]1[C:23]([NH2:24])=[CH:22][S:21][CH:20]=1.C(N(CC)CC)C.O. (3) Given the product [O:18]=[C:9]1[C@@H:10]2[C@@H:15]([CH2:14][CH2:13][CH2:12][CH2:11]2)[C:16](=[O:17])[N:8]1[C:5]1[CH:6]=[CH:7][C:2]([O:1][C:26](=[O:35])[N:27]([CH3:34])[C:28]2[CH:33]=[CH:32][CH:31]=[CH:30][CH:29]=2)=[CH:3][CH:4]=1, predict the reactants needed to synthesize it. The reactants are: [OH:1][C:2]1[CH:7]=[CH:6][C:5]([N:8]2[C:16](=[O:17])[C@H:15]3[C@H:10]([CH2:11][CH2:12][CH2:13][CH2:14]3)[C:9]2=[O:18])=[CH:4][CH:3]=1.[I-].C[N+]1C=CN([C:26](=[O:35])[N:27]([CH3:34])[C:28]2[CH:33]=[CH:32][CH:31]=[CH:30][CH:29]=2)C=1. (4) Given the product [F:4][C:5]1[CH:6]=[C:7]2[C:12](=[CH:13][CH:14]=1)[N:11]=[C:10]([CH:15]=[O:2])[CH:9]=[CH:8]2, predict the reactants needed to synthesize it. The reactants are: [Se](=O)=[O:2].[F:4][C:5]1[CH:6]=[C:7]2[C:12](=[CH:13][CH:14]=1)[N:11]=[C:10]([CH3:15])[CH:9]=[CH:8]2. (5) Given the product [Cl:1][C:2]1[C:7]([N:8]2[CH2:13][CH2:12][N:11]([CH:14]3[CH2:17][O:16][CH2:15]3)[CH:10]([C:18]([N:20]3[CH2:25][CH2:24][O:23][CH2:22][CH2:21]3)=[O:19])[CH2:9]2)=[CH:6][C:5]([C:26]#[N:27])=[CH:4][C:3]=1[NH:28][C:29]1[N:34]=[C:33]([NH:35][CH:43]2[CH2:44][CH2:45]2)[C:32]2=[N:46][CH:47]=[C:48]([C:49]#[N:50])[N:31]2[N:30]=1, predict the reactants needed to synthesize it. The reactants are: [Cl:1][C:2]1[C:7]([N:8]2[CH2:13][CH2:12][N:11]([CH:14]3[CH2:17][O:16][CH2:15]3)[CH:10]([C:18]([N:20]3[CH2:25][CH2:24][O:23][CH2:22][CH2:21]3)=[O:19])[CH2:9]2)=[CH:6][C:5]([C:26]#[N:27])=[CH:4][C:3]=1[NH:28][C:29]1[N:34]=[C:33]([N:35]([CH:43]2[CH2:45][CH2:44]2)C(=O)OC(C)(C)C)[C:32]2=[N:46][CH:47]=[C:48]([C:49]#[N:50])[N:31]2[N:30]=1.C1(OC)C=CC=CC=1.C(O)(C(F)(F)F)=O. (6) Given the product [CH3:22][O:21][C:19]([C:18]1[CH:23]=[CH:24][C:15]([NH:14][C:2]2[C:7]3=[N:8][O:9][N:10]=[C:6]3[C:5]([S:11]([NH:14][C:15]3[CH:24]=[CH:23][C:18]([C:19]([O:21][CH3:22])=[O:20])=[CH:17][CH:16]=3)(=[O:13])=[O:12])=[CH:4][CH:3]=2)=[CH:16][CH:17]=1)=[O:20], predict the reactants needed to synthesize it. The reactants are: Cl[C:2]1[C:7]2=[N:8][O:9][N:10]=[C:6]2[C:5]([S:11]([NH:14][C:15]2[CH:24]=[CH:23][C:18]([C:19]([O:21][CH3:22])=[O:20])=[CH:17][CH:16]=2)(=[O:13])=[O:12])=[CH:4][CH:3]=1.